This data is from NCI-60 drug combinations with 297,098 pairs across 59 cell lines. The task is: Regression. Given two drug SMILES strings and cell line genomic features, predict the synergy score measuring deviation from expected non-interaction effect. (1) Drug 1: C1=NC2=C(N=C(N=C2N1C3C(C(C(O3)CO)O)F)Cl)N. Drug 2: COC1=C2C(=CC3=C1OC=C3)C=CC(=O)O2. Cell line: MALME-3M. Synergy scores: CSS=-3.14, Synergy_ZIP=-0.873, Synergy_Bliss=-3.14, Synergy_Loewe=-3.68, Synergy_HSA=-4.27. (2) Drug 1: CN(C)C1=NC(=NC(=N1)N(C)C)N(C)C. Drug 2: CC1=C(C(=CC=C1)Cl)NC(=O)C2=CN=C(S2)NC3=CC(=NC(=N3)C)N4CCN(CC4)CCO. Cell line: SK-MEL-5. Synergy scores: CSS=-13.9, Synergy_ZIP=6.87, Synergy_Bliss=3.41, Synergy_Loewe=-8.63, Synergy_HSA=-7.55. (3) Drug 1: C1CN1P(=S)(N2CC2)N3CC3. Drug 2: COC1=NC(=NC2=C1N=CN2C3C(C(C(O3)CO)O)O)N. Cell line: COLO 205. Synergy scores: CSS=4.35, Synergy_ZIP=-7.36, Synergy_Bliss=-0.622, Synergy_Loewe=-15.1, Synergy_HSA=-2.40. (4) Cell line: IGROV1. Drug 2: C1CN1P(=S)(N2CC2)N3CC3. Synergy scores: CSS=61.1, Synergy_ZIP=-1.95, Synergy_Bliss=0.368, Synergy_Loewe=-1.04, Synergy_HSA=2.96. Drug 1: CN1CCC(CC1)COC2=C(C=C3C(=C2)N=CN=C3NC4=C(C=C(C=C4)Br)F)OC. (5) Drug 1: C1=CC=C(C=C1)NC(=O)CCCCCCC(=O)NO. Drug 2: CC(C)NC(=O)C1=CC=C(C=C1)CNNC.Cl. Cell line: NCIH23. Synergy scores: CSS=21.4, Synergy_ZIP=-8.21, Synergy_Bliss=-6.19, Synergy_Loewe=-25.2, Synergy_HSA=-4.96. (6) Drug 1: C1=CC(=CC=C1CC(C(=O)O)N)N(CCCl)CCCl.Cl. Drug 2: CC1=C2C(C(=O)C3(C(CC4C(C3C(C(C2(C)C)(CC1OC(=O)C(C(C5=CC=CC=C5)NC(=O)OC(C)(C)C)O)O)OC(=O)C6=CC=CC=C6)(CO4)OC(=O)C)O)C)O. Cell line: TK-10. Synergy scores: CSS=11.6, Synergy_ZIP=-4.53, Synergy_Bliss=1.91, Synergy_Loewe=-15.4, Synergy_HSA=-0.618. (7) Synergy scores: CSS=4.41, Synergy_ZIP=1.84, Synergy_Bliss=1.99, Synergy_Loewe=-0.372, Synergy_HSA=-0.880. Drug 2: C1=CN(C=N1)CC(O)(P(=O)(O)O)P(=O)(O)O. Cell line: HCC-2998. Drug 1: C1CCN(CC1)CCOC2=CC=C(C=C2)C(=O)C3=C(SC4=C3C=CC(=C4)O)C5=CC=C(C=C5)O.